Dataset: Experimentally validated miRNA-target interactions with 360,000+ pairs, plus equal number of negative samples. Task: Binary Classification. Given a miRNA mature sequence and a target amino acid sequence, predict their likelihood of interaction. (1) The miRNA is hsa-miR-4279 with sequence CUCUCCUCCCGGCUUC. The protein sequence of the target gene is MLATRRLLGWSLPARVSVRFSGDTTAPKKTSFGSLKDEDRIFTNLYGRHDWRLKGSLSRGDWYKTKEILLKGPDWILGEIKTSGLRGRGGAGFPTGLKWSFMNKPSDGRPKYLVVNADEGEPGTCKDREILRHDPHKLLEGCLVGGRAMGARAAYIYIRGEFYNEASNLQVAIREAYEAGLIGKNACGSGYDFDVFVVRGAGAYICGEETALIESIEGKQGKPRLKPPFPADVGVFGCPTTVANVETVAVSPTICRRGGTWFAGFGRERNSGTKLFNISGHVNHPCTVEEEMSVPLKELI.... Result: 0 (no interaction). (2) The miRNA is hsa-miR-1181 with sequence CCGUCGCCGCCACCCGAGCCG. The protein sequence of the target gene is MSEPAPEVPEELFREVKYYAVGDIDPQVIQLLKAGKAKEVSYNALASHIISEDGDNPEVGEAREVFDLPVVKPSWVTLSVQCGALLPVNGFSPESCQIFFGLTACLSQVSSEDRSALWALVTFHGGSCQLNLNKKCTHLIVPEPKGEKYERAVKRTSIKIVTPDWVLDCVSEKRRKDEAFYHPRLIIYEEEEEEEEEGDNEEQDSQNEGSTEKSSVASSAVASPAEQPCSPKPRAEVSKGELMFDDSSDSSPEKQERSLNWAPAEAPPLNTAQRRLPQGKGPGLINLCANVPPVPGDILP.... Result: 0 (no interaction).